From a dataset of HIV replication inhibition screening data with 41,000+ compounds from the AIDS Antiviral Screen. Binary Classification. Given a drug SMILES string, predict its activity (active/inactive) in a high-throughput screening assay against a specified biological target. (1) The molecule is Cc1c(-c2ccccc2)nn2cc(-c3ccccc3)nnc12. The result is 0 (inactive). (2) The drug is O=C1C(=Cc2ccccc2)C2C(=Cc3ccccc3)C(=O)C(=Cc3ccccc3)C2C1=Cc1ccccc1. The result is 0 (inactive). (3) The compound is COC(=O)C1CC2(c3ccccc3)C(=O)c3ccccc3N2O1. The result is 0 (inactive). (4) The molecule is NC(=O)c1nnsc1-c1ccco1. The result is 0 (inactive).